From a dataset of Catalyst prediction with 721,799 reactions and 888 catalyst types from USPTO. Predict which catalyst facilitates the given reaction. Reactant: C(OC(=O)[NH:7][CH2:8][C:9]1[CH:14]=[CH:13][CH:12]=[C:11]([N:15]2[CH2:19][CH2:18][CH2:17][C:16]2=[O:20])[CH:10]=1)(C)(C)C.[ClH:22]. Product: [ClH:22].[NH2:7][CH2:8][C:9]1[CH:10]=[C:11]([N:15]2[CH2:19][CH2:18][CH2:17][C:16]2=[O:20])[CH:12]=[CH:13][CH:14]=1. The catalyst class is: 4.